From a dataset of NCI-60 drug combinations with 297,098 pairs across 59 cell lines. Regression. Given two drug SMILES strings and cell line genomic features, predict the synergy score measuring deviation from expected non-interaction effect. (1) Drug 1: C1CC(C1)(C2=CC=C(C=C2)C3=C(C=C4C(=N3)C=CN5C4=NNC5=O)C6=CC=CC=C6)N. Drug 2: B(C(CC(C)C)NC(=O)C(CC1=CC=CC=C1)NC(=O)C2=NC=CN=C2)(O)O. Cell line: T-47D. Synergy scores: CSS=56.2, Synergy_ZIP=-1.79, Synergy_Bliss=-2.47, Synergy_Loewe=-10.4, Synergy_HSA=2.29. (2) Drug 1: C1CN(P(=O)(OC1)NCCCl)CCCl. Drug 2: C1C(C(OC1N2C=NC(=NC2=O)N)CO)O. Cell line: OVCAR-8. Synergy scores: CSS=12.3, Synergy_ZIP=0.0512, Synergy_Bliss=-1.79, Synergy_Loewe=-10.5, Synergy_HSA=-3.46. (3) Drug 1: CC1C(C(CC(O1)OC2CC(CC3=C2C(=C4C(=C3O)C(=O)C5=C(C4=O)C(=CC=C5)OC)O)(C(=O)C)O)N)O.Cl. Drug 2: C1CNP(=O)(OC1)N(CCCl)CCCl. Cell line: M14. Synergy scores: CSS=7.33, Synergy_ZIP=-0.723, Synergy_Bliss=1.30, Synergy_Loewe=-12.7, Synergy_HSA=0.339. (4) Drug 1: CC1=C(C=C(C=C1)NC2=NC=CC(=N2)N(C)C3=CC4=NN(C(=C4C=C3)C)C)S(=O)(=O)N.Cl. Drug 2: CC1C(C(=O)NC(C(=O)N2CCCC2C(=O)N(CC(=O)N(C(C(=O)O1)C(C)C)C)C)C(C)C)NC(=O)C3=C4C(=C(C=C3)C)OC5=C(C(=O)C(=C(C5=N4)C(=O)NC6C(OC(=O)C(N(C(=O)CN(C(=O)C7CCCN7C(=O)C(NC6=O)C(C)C)C)C)C(C)C)C)N)C. Cell line: DU-145. Synergy scores: CSS=4.54, Synergy_ZIP=7.50, Synergy_Bliss=14.3, Synergy_Loewe=13.3, Synergy_HSA=12.7. (5) Drug 1: CC(C)(C#N)C1=CC(=CC(=C1)CN2C=NC=N2)C(C)(C)C#N. Drug 2: CCCCCOC(=O)NC1=NC(=O)N(C=C1F)C2C(C(C(O2)C)O)O. Cell line: K-562. Synergy scores: CSS=-0.631, Synergy_ZIP=-0.918, Synergy_Bliss=-5.55, Synergy_Loewe=-6.29, Synergy_HSA=-7.66.